This data is from Forward reaction prediction with 1.9M reactions from USPTO patents (1976-2016). The task is: Predict the product of the given reaction. Given the reactants O=S(Cl)Cl.[Br:5][CH2:6][CH2:7][CH2:8][CH2:9][CH2:10][C:11]([OH:13])=[O:12].[CH3:14]O, predict the reaction product. The product is: [Br:5][CH2:6][CH2:7][CH2:8][CH2:9][CH2:10][C:11]([O:13][CH3:14])=[O:12].